Dataset: Catalyst prediction with 721,799 reactions and 888 catalyst types from USPTO. Task: Predict which catalyst facilitates the given reaction. (1) Reactant: [O:1]=[C:2]1[N:10]([CH2:11][CH2:12][CH3:13])[C:9]2[N:8]=[C:7]([C:14]34[CH2:21][CH2:20][C:17]([CH:22]=[CH:23][C:24]([OH:26])=[O:25])([CH2:18][CH2:19]3)[CH2:16][O:15]4)[NH:6][C:5]=2[C:4](=[O:27])[N:3]1[CH2:28][CH2:29][CH3:30]. Product: [O:1]=[C:2]1[N:10]([CH2:11][CH2:12][CH3:13])[C:9]2[N:8]=[C:7]([C:14]34[CH2:21][CH2:20][C:17]([CH2:22][CH2:23][C:24]([OH:26])=[O:25])([CH2:18][CH2:19]3)[CH2:16][O:15]4)[NH:6][C:5]=2[C:4](=[O:27])[N:3]1[CH2:28][CH2:29][CH3:30]. The catalyst class is: 19. (2) Reactant: [Br:1]N1C(=O)CCC1=O.[Cl:9][C:10]1[CH:15]=[C:14]([O:16][CH3:17])[CH:13]=[CH:12][C:11]=1[C:18]1[N:19]=[C:20]2[C:25]([CH3:26])=[CH:24][C:23]([CH:27]([CH2:30][CH3:31])[CH2:28][CH3:29])=[CH:22][N:21]2[CH:32]=1. Product: [Br:1][C:32]1[N:21]2[CH:22]=[C:23]([CH:27]([CH2:30][CH3:31])[CH2:28][CH3:29])[CH:24]=[C:25]([CH3:26])[C:20]2=[N:19][C:18]=1[C:11]1[CH:12]=[CH:13][C:14]([O:16][CH3:17])=[CH:15][C:10]=1[Cl:9]. The catalyst class is: 10. (3) Reactant: Cl[C:2]1[N:23]=[CH:22][CH:21]=[CH:20][C:3]=1[C:4]([NH:6][CH2:7][C:8]1[S:9][C:10]([O:13][C:14]2[CH:19]=[CH:18][CH:17]=[CH:16][CH:15]=2)=[CH:11][CH:12]=1)=[O:5].[CH3:24][O:25][CH2:26][CH2:27][NH2:28].[H-].[Na+].[Cl-].[NH4+].FC(F)(F)C(O)=O. Product: [CH3:24][O:25][CH2:26][CH2:27][NH:28][C:2]1[N:23]=[CH:22][CH:21]=[CH:20][C:3]=1[C:4]([NH:6][CH2:7][C:8]1[S:9][C:10]([O:13][C:14]2[CH:19]=[CH:18][CH:17]=[CH:16][CH:15]=2)=[CH:11][CH:12]=1)=[O:5]. The catalyst class is: 60.